This data is from Forward reaction prediction with 1.9M reactions from USPTO patents (1976-2016). The task is: Predict the product of the given reaction. (1) Given the reactants [C:1]([CH2:3][C:4]1[CH:18]=[CH:17][C:7]([CH2:8][CH:9]([C:14](=O)[CH3:15])[C:10](OC)=[O:11])=[CH:6][CH:5]=1)#[N:2].[NH2:19][C:20]([NH2:22])=[NH:21].C(O)(=O)C, predict the reaction product. The product is: [NH2:22][C:20]1[N:21]=[C:10]([OH:11])[C:9]([CH2:8][C:7]2[CH:17]=[CH:18][C:4]([CH2:3][C:1]#[N:2])=[CH:5][CH:6]=2)=[C:14]([CH3:15])[N:19]=1. (2) Given the reactants Br[C:2]1[CH:3]=[CH:4][C:5]2[O:11][CH2:10][CH2:9][N:8]3[CH:12]=[C:13]([C:15]([NH2:17])=[O:16])[N:14]=[C:7]3[C:6]=2[CH:18]=1.[C:19]([C:21]1([OH:28])[CH2:25][CH2:24][N:23]([CH3:26])[C:22]1=[O:27])#[CH:20], predict the reaction product. The product is: [OH:28][C:21]1([C:19]#[C:20][C:2]2[CH:3]=[CH:4][C:5]3[O:11][CH2:10][CH2:9][N:8]4[CH:12]=[C:13]([C:15]([NH2:17])=[O:16])[N:14]=[C:7]4[C:6]=3[CH:18]=2)[CH2:25][CH2:24][N:23]([CH3:26])[C:22]1=[O:27]. (3) Given the reactants [C:1]([O:5][C:6]([N:8]1[C:16]2[C:11](=[CH:12][CH:13]=[CH:14][CH:15]=2)[C:10]([C:17](OC)=[O:18])=[CH:9]1)=[O:7])([CH3:4])([CH3:3])[CH3:2].[H-].C([Al+]CC(C)C)C(C)C.C1(C)C=CC=CC=1.C(O)(=O)CC(CC(O)=O)(C(O)=O)O, predict the reaction product. The product is: [C:1]([O:5][C:6]([N:8]1[C:16]2[C:11](=[CH:12][CH:13]=[CH:14][CH:15]=2)[C:10]([CH2:17][OH:18])=[CH:9]1)=[O:7])([CH3:4])([CH3:2])[CH3:3]. (4) Given the reactants [NH2:1][C:2]1[CH:11]=[CH:10][C:5]([C:6]([O:8][CH3:9])=[O:7])=[CH:4][C:3]=1[C:12]([N:14]1[CH2:19][CH2:18][CH:17]([N:20]2[CH2:32][CH2:31][CH2:30][C:22]3([C:26](=[O:27])[O:25][C:24]([CH3:29])([CH3:28])[CH2:23]3)[CH2:21]2)[CH2:16][CH2:15]1)=[O:13].[CH2:33]([N:35]=[C:36]=[O:37])[CH3:34].C(OC(C)C)(C)C, predict the reaction product. The product is: [CH3:29][C:24]1([CH3:28])[CH2:23][C:22]2([CH2:30][CH2:31][CH2:32][N:20]([CH:17]3[CH2:18][CH2:19][N:14]([C:12]([C:3]4[CH:4]=[C:5]([CH:10]=[CH:11][C:2]=4[NH:1][C:36]([NH:35][CH2:33][CH3:34])=[O:37])[C:6]([O:8][CH3:9])=[O:7])=[O:13])[CH2:15][CH2:16]3)[CH2:21]2)[C:26](=[O:27])[O:25]1. (5) Given the reactants [CH3:1][C:2]1[CH:3]=[C:4]([CH:7]=[CH:8][CH:9]=1)[CH2:5]Cl.[H-].[Na+].[F:12][C:13]([F:22])([F:21])[CH2:14][CH2:15][CH:16]([C:19]#[N:20])[C:17]#[N:18], predict the reaction product. The product is: [CH3:1][C:2]1[CH:3]=[C:4]([CH:7]=[CH:8][CH:9]=1)[CH2:5][C:16]([CH2:15][CH2:14][C:13]([F:12])([F:21])[F:22])([C:17]#[N:18])[C:19]#[N:20]. (6) Given the reactants [N:1]1[CH:6]=[CH:5][C:4]([C:7]2[N:8]=[C:9]([O:20]S(C3C(C(C)C)=CC(C(C)C)=CC=3C(C)C)(=O)=O)[C:10]3[C:15]4[CH2:16][CH2:17][CH2:18][CH2:19][C:14]=4[S:13][C:11]=3[N:12]=2)=[CH:3][CH:2]=1.C(OC(=O)[NH:45][C@@H:46]([CH2:49][C:50]1[CH:55]=[CH:54][C:53](C)=[CH:52][CH:51]=1)[CH2:47]N)(C)(C)C.[H-].[Na+].C[C:61](N(C)C)=[O:62], predict the reaction product. The product is: [CH3:61][O:62][C:53]1[CH:52]=[CH:51][C:50]([CH2:49][C@H:46]([NH2:45])[CH2:47][O:20][C:9]2[C:10]3[C:15]4[CH2:16][CH2:17][CH2:18][CH2:19][C:14]=4[S:13][C:11]=3[N:12]=[C:7]([C:4]3[CH:5]=[CH:6][N:1]=[CH:2][CH:3]=3)[N:8]=2)=[CH:55][CH:54]=1. (7) Given the reactants [CH3:1][C:2]1[CH:3]=[N:4][N:5]([C:7]2[CH:12]=[CH:11][N:10]=[CH:9][C:8]=2[N:13]2[CH2:18][CH2:17][CH:16]([C:19]([O:21]CC)=[O:20])[CH2:15][CH2:14]2)[CH:6]=1.C1COCC1.[OH-].[Na+].Cl, predict the reaction product. The product is: [CH3:1][C:2]1[CH:3]=[N:4][N:5]([C:7]2[CH:12]=[CH:11][N:10]=[CH:9][C:8]=2[N:13]2[CH2:14][CH2:15][CH:16]([C:19]([OH:21])=[O:20])[CH2:17][CH2:18]2)[CH:6]=1. (8) Given the reactants C([NH:4][C@:5]1([C:22](NC(C)(C)C)=[O:23])[C@@H:9]([CH2:10][CH2:11][CH2:12][B:13]2[O:17]C(C)(C)C(C)(C)[O:14]2)[CH2:8][NH:7][CH2:6]1)(=O)C.S([O-])([O-])(=O)=O.[Na+].[Na+].C([N:46]1[CH2:51][CH2:50][CH2:49][CH2:48][CH:47]1[CH:52]=O)(OCC1C=CC=CC=1)=O.C(O[BH-](OC(=O)C)OC(=O)C)(=[O:56])C.[Na+].C(=O)([O-])[O-].[Na+].[Na+], predict the reaction product. The product is: [NH2:4][C@:5]1([C:22]([OH:23])=[O:56])[C@@H:9]([CH2:10][CH2:11][CH2:12][B:13]([OH:14])[OH:17])[CH2:8][N:7]([CH2:52][CH:47]2[CH2:48][CH2:49][CH2:50][CH2:51][NH:46]2)[CH2:6]1. (9) The product is: [CH3:8][N:9]([CH3:41])[CH2:10][CH2:11][O:12][C:13]1[CH:14]=[CH:15][C:16]([C:19]2[C:27]3[C:22](=[CH:23][C:24]([C:28]4[CH:29]=[C:30]([NH:34][C:1](=[O:3])[CH3:2])[CH:31]=[CH:32][CH:33]=4)=[CH:25][CH:26]=3)[N:21]([C:35]3[CH:36]=[CH:37][N:38]=[CH:39][CH:40]=3)[CH:20]=2)=[CH:17][CH:18]=1. Given the reactants [C:1](OC(=O)C)(=[O:3])[CH3:2].[CH3:8][N:9]([CH3:41])[CH2:10][CH2:11][O:12][C:13]1[CH:18]=[CH:17][C:16]([C:19]2[C:27]3[C:22](=[CH:23][C:24]([C:28]4[CH:29]=[C:30]([NH2:34])[CH:31]=[CH:32][CH:33]=4)=[CH:25][CH:26]=3)[N:21]([C:35]3[CH:40]=[CH:39][N:38]=[CH:37][CH:36]=3)[CH:20]=2)=[CH:15][CH:14]=1.C(=O)(O)[O-].[Na+], predict the reaction product. (10) Given the reactants [C:1]([C:5]1[CH:18]=[CH:17][CH:16]=[CH:15][C:6]=1[O:7][C:8]1[C:13]([NH2:14])=[CH:12][CH:11]=[CH:10][N:9]=1)([CH3:4])([CH3:3])[CH3:2].[N:19]([C:22]1[CH:27]=[CH:26][C:25]([C:28](=[O:30])[CH3:29])=[CH:24][CH:23]=1)=[C:20]=[S:21], predict the reaction product. The product is: [C:28]([C:25]1[CH:26]=[CH:27][C:22]([NH:19][C:20]([NH:14][C:13]2[C:8]([O:7][C:6]3[CH:15]=[CH:16][CH:17]=[CH:18][C:5]=3[C:1]([CH3:4])([CH3:2])[CH3:3])=[N:9][CH:10]=[CH:11][CH:12]=2)=[S:21])=[CH:23][CH:24]=1)(=[O:30])[CH3:29].